This data is from Reaction yield outcomes from USPTO patents with 853,638 reactions. The task is: Predict the reaction yield, written as a fraction of the theoretical maximum amount of product (1.0 means a 100% yield; for example, 0.34 means a 34% yield). (1) The reactants are Br[CH2:2][C:3]1[CH:7]=[C:6]([CH3:8])[O:5][N:4]=1.[CH2:9]([NH:16][C:17]([C:19]1[S:23][C:22]([N:24]2[CH:29]=[CH:28][C:27]([OH:30])=[CH:26][C:25]2=[O:31])=[N:21][C:20]=1[CH3:32])=[O:18])[C:10]1[CH:15]=[CH:14][CH:13]=[CH:12][CH:11]=1. No catalyst specified. The product is [CH2:9]([NH:16][C:17]([C:19]1[S:23][C:22]([N:24]2[CH:29]=[CH:28][C:27]([O:30][CH2:2][C:3]3[CH:7]=[C:6]([CH3:8])[O:5][N:4]=3)=[CH:26][C:25]2=[O:31])=[N:21][C:20]=1[CH3:32])=[O:18])[C:10]1[CH:15]=[CH:14][CH:13]=[CH:12][CH:11]=1. The yield is 0.470. (2) The reactants are [CH3:1][NH:2][C:3]1[CH:8]=[CH:7][C:6]([N:9]2[C:15](=[O:16])[CH2:14][C:13](=[O:17])[NH:12][C:11]3[C:18]4[C:23]([CH:24]=[CH:25][C:10]2=3)=[CH:22][CH:21]=[CH:20][CH:19]=4)=[CH:5][CH:4]=1.C[C:27]1[C:37](C)=[CH:36][CH:35]=[CH:34][C:28]=1[CH2:29][S:30](Cl)(=[O:32])=[O:31]. The catalyst is N1C=CC=CC=1. The product is [CH3:19][C:18]1[C:23]([CH3:22])=[CH:24][CH:25]=[CH:10][C:11]=1[C:28]1([CH2:29][S:30]([N:2]([C:3]2[CH:4]=[CH:5][C:6]([N:9]3[C:15](=[O:16])[CH2:14][C:13](=[O:17])[NH:12][C:11]4[C:18]5[C:23]([CH:24]=[CH:25][C:10]3=4)=[CH:22][CH:21]=[CH:20][CH:19]=5)=[CH:7][CH:8]=2)[CH3:1])(=[O:31])=[O:32])[CH:27]=[CH:37][CH:36]=[CH:35][CH2:34]1. The yield is 0.320.